Dataset: Experimentally validated miRNA-target interactions with 360,000+ pairs, plus equal number of negative samples. Task: Binary Classification. Given a miRNA mature sequence and a target amino acid sequence, predict their likelihood of interaction. (1) The miRNA is mmu-miR-3108-5p with sequence GUCUCUAAAGCUAGACGUUCCGG. The protein sequence of the target gene is MPKAPKGKSAGREKKVIHPYSRKAAQITREAHKQEKKEKLKNEKALRLNLVGEKLQWFQNHLDPQKKRYSKKDACELIERYLNRFSSELEQIELHNSIRDRQGRRHCSRETVIKQTMERERQQFEGYGLEIPDILNASNLKTFREWDFDLKKLPNIKMRKICANDAIPKTCKRKTIITVDQDLGELELNDESSDSDEEMTAVA. Result: 0 (no interaction). (2) The miRNA is hsa-miR-139-5p with sequence UCUACAGUGCACGUGUCUCCAGU. The protein sequence of the target gene is MNPQQQRMAAIGTDKELSDLLDFSAMFSPPVNSGKTRPTTLGSSQFSGSGIDERGGTTSWGTSGQPSPSYDSSRGFTDSPHYSDHLNDSRLGAHEGLSPTPFMNSNLMGKTSERGSFSLYSRDTGLPGCQSSLLRQDLGLGSPAQLSSSGKPGTAYYSFSATSSRRRPLHDSAALDPLQAKKVRKVPPGLPSSVYAPSPNSDDFNRESPSYPSPKPPTSMFASTFFMQDGTHNSSDLWSSSNGMSQPGFGGILGTSTSHMSQSSSYGNLHSHDRLSYPPHSVSPTDINTSLPPMSSFHRG.... Result: 1 (interaction).